The task is: Predict which catalyst facilitates the given reaction.. This data is from Catalyst prediction with 721,799 reactions and 888 catalyst types from USPTO. (1) Reactant: [CH2:1]([O:3][C:4]1[CH:13]=[CH:12][CH:11]=[CH:10][C:5]=1[O:6][CH2:7][CH2:8][NH2:9])[CH3:2].[CH3:14][O:15][C:16]1[CH:21]=[CH:20][C:19]([CH2:22][C:23](=O)[CH3:24])=[CH:18][C:17]=1[S:26]([NH2:29])(=[O:28])=[O:27].[H][H]. Product: [CH3:2][CH2:1][O:3][C:4]1[CH:13]=[CH:12][CH:11]=[CH:10][C:5]=1[O:6][CH2:7][CH2:8][NH:9][C@@H:23]([CH2:22][C:19]1[CH:20]=[CH:21][C:16]([O:15][CH3:14])=[C:17]([S:26]([NH2:29])(=[O:28])=[O:27])[CH:18]=1)[CH3:24]. The catalyst class is: 465. (2) Reactant: [NH2:1][C@@H:2]1[CH2:7][CH2:6][N:5]([C:8]([O:10][CH2:11][C:12]2[CH:17]=[CH:16][CH:15]=[CH:14][CH:13]=2)=[O:9])[CH2:4][C@H:3]1[OH:18].[C:19](=N)([C:26]1[CH:31]=[CH:30][CH:29]=[CH:28][CH:27]=1)[C:20]1[CH:25]=[CH:24][CH:23]=[CH:22][CH:21]=1.CCOC(C)=O. Product: [C:20]1([C:19](=[N:1][C@@H:2]2[CH2:7][CH2:6][N:5]([C:8]([O:10][CH2:11][C:12]3[CH:13]=[CH:14][CH:15]=[CH:16][CH:17]=3)=[O:9])[CH2:4][C@H:3]2[OH:18])[C:26]2[CH:27]=[CH:28][CH:29]=[CH:30][CH:31]=2)[CH:25]=[CH:24][CH:23]=[CH:22][CH:21]=1. The catalyst class is: 11. (3) Reactant: [CH2:1]([C:5]1[C:13]2[C:12](=[O:14])[N:11](COCC[Si](C)(C)C)[N:10]=[CH:9][C:8]=2[NH:7][C:6]=1[C:23]1[CH:28]=[CH:27][C:26]([O:29][CH:30]([F:32])[F:31])=[C:25]([O:33][CH:34]2[CH2:36][CH2:35]2)[CH:24]=1)[CH2:2][CH2:3][CH3:4]. Product: [CH2:1]([C:5]1[C:13]2[C:12](=[O:14])[NH:11][N:10]=[CH:9][C:8]=2[NH:7][C:6]=1[C:23]1[CH:28]=[CH:27][C:26]([O:29][CH:30]([F:31])[F:32])=[C:25]([O:33][CH:34]2[CH2:35][CH2:36]2)[CH:24]=1)[CH2:2][CH2:3][CH3:4]. The catalyst class is: 8.